From a dataset of Catalyst prediction with 721,799 reactions and 888 catalyst types from USPTO. Predict which catalyst facilitates the given reaction. (1) Reactant: [CH2:1]([O:8][C:9]([NH:11][C:12]1[C:13]([CH3:36])=[C:14]([C:18]2[C:30]3[C:29]4[C:24](=[CH:25][C:26]([Br:31])=[CH:27][CH:28]=4)[NH:23][C:22]=3[C:21]([C:32](O)=[O:33])=[N:20][C:19]=2[CH3:35])[CH:15]=[CH:16][CH:17]=1)=[O:10])[C:2]1[CH:7]=[CH:6][CH:5]=[CH:4][CH:3]=1.[Cl-].[NH4+].F[P-](F)(F)(F)(F)F.[N:46]1(O[P+](N(C)C)(N(C)C)N(C)C)C2C=CC=CC=2N=N1.CN1CCOCC1.C(N(C(C)C)CC)(C)C. Product: [Br:31][C:26]1[CH:25]=[C:24]2[C:29]([C:30]3[C:18]([C:14]4[C:13]([CH3:36])=[C:12]([NH:11][C:9](=[O:10])[O:8][CH2:1][C:2]5[CH:3]=[CH:4][CH:5]=[CH:6][CH:7]=5)[CH:17]=[CH:16][CH:15]=4)=[C:19]([CH3:35])[N:20]=[C:21]([C:32](=[O:33])[NH2:46])[C:22]=3[NH:23]2)=[CH:28][CH:27]=1. The catalyst class is: 35. (2) Reactant: C(OC([NH:8][C:9]1[S:13][C:12]([C:14]([N:16]([CH3:28])[CH2:17][CH2:18][N:19]([CH3:27])[C:20](=[O:26])[O:21][C:22]([CH3:25])([CH3:24])[CH3:23])=[O:15])=[C:11]([CH3:29])[CH:10]=1)=O)(C)(C)C.FC(F)(F)C(O)=O.C(N(CC)CC)C.C(OC(OC(C)(C)C)=O)(OC(C)(C)C)=O. Product: [NH2:8][C:9]1[S:13][C:12]([C:14]([N:16]([CH3:28])[CH2:17][CH2:18][N:19]([CH3:27])[C:20](=[O:26])[O:21][C:22]([CH3:23])([CH3:24])[CH3:25])=[O:15])=[C:11]([CH3:29])[CH:10]=1. The catalyst class is: 2. (3) The catalyst class is: 59. Product: [Cl:1][C:2]1[CH:3]=[CH:4][C:5]([C:6]([NH:22][C:21]2[CH:23]=[CH:24][C:18]([F:17])=[C:19]([N+:25]([O-:27])=[O:26])[CH:20]=2)=[O:8])=[CH:9][CH:10]=1. Reactant: [Cl:1][C:2]1[CH:10]=[CH:9][C:5]([C:6]([OH:8])=O)=[CH:4][CH:3]=1.C(Cl)(C(Cl)=O)=O.[F:17][C:18]1[CH:24]=[CH:23][C:21]([NH2:22])=[CH:20][C:19]=1[N+:25]([O-:27])=[O:26].CCN(C(C)C)C(C)C. (4) The catalyst class is: 4. Reactant: [Br:1][C:2]1[C:11]([CH3:12])=[CH:10][C:5]([O:6][CH2:7][CH2:8][NH2:9])=[CH:4][C:3]=1[CH3:13].C(N(CC)CC)C.[CH3:21][S:22](Cl)(=[O:24])=[O:23]. Product: [Br:1][C:2]1[C:11]([CH3:12])=[CH:10][C:5]([O:6][CH2:7][CH2:8][NH:9][S:22]([CH3:21])(=[O:24])=[O:23])=[CH:4][C:3]=1[CH3:13].